Dataset: Full USPTO retrosynthesis dataset with 1.9M reactions from patents (1976-2016). Task: Predict the reactants needed to synthesize the given product. (1) Given the product [Cl:1][C:2]1[CH:3]=[CH:4][C:5]([C:8]2[CH:9]=[C:10]([CH:14]=[C:15]([N:17]3[C:21]([CH:22]([CH3:23])[CH3:24])=[N:20][N:19]=[N:18]3)[CH:16]=2)[C:11]([NH:33][CH2:32][C:29]2[CH:28]=[N:27][C:26]([CH3:25])=[CH:31][N:30]=2)=[O:13])=[N:6][CH:7]=1, predict the reactants needed to synthesize it. The reactants are: [Cl:1][C:2]1[CH:3]=[CH:4][C:5]([C:8]2[CH:9]=[C:10]([CH:14]=[C:15]([N:17]3[C:21]([CH:22]([CH3:24])[CH3:23])=[N:20][N:19]=[N:18]3)[CH:16]=2)[C:11]([OH:13])=O)=[N:6][CH:7]=1.[CH3:25][C:26]1[N:27]=[CH:28][C:29]([CH2:32][NH2:33])=[N:30][CH:31]=1.CCN=C=NCCCN(C)C.C1C=CC2N(O)N=NC=2C=1.CCN(CC)CC. (2) Given the product [CH3:1][O:2][C:3]([C:5]1([CH2:43][C:44]2[CH:49]=[CH:48][CH:47]=[CH:46][CH:45]=2)[CH2:10][N:9]([C:11]([O:13][C:14]([CH3:17])([CH3:15])[CH3:16])=[O:12])[CH2:8][CH2:7][N:6]1[C:18]([O:20][CH2:21][C:22]1[CH:27]=[CH:26][CH:25]=[CH:24][CH:23]=1)=[O:19])=[O:4], predict the reactants needed to synthesize it. The reactants are: [CH3:1][O:2][C:3]([CH:5]1[CH2:10][N:9]([C:11]([O:13][C:14]([CH3:17])([CH3:16])[CH3:15])=[O:12])[CH2:8][CH2:7][N:6]1[C:18]([O:20][CH2:21][C:22]1[CH:27]=[CH:26][CH:25]=[CH:24][CH:23]=1)=[O:19])=[O:4].CN(C)C=O.C[Si]([N-][Si](C)(C)C)(C)C.[Na+].[CH2:43](Br)[C:44]1[CH:49]=[CH:48][CH:47]=[CH:46][CH:45]=1.